Dataset: Catalyst prediction with 721,799 reactions and 888 catalyst types from USPTO. Task: Predict which catalyst facilitates the given reaction. (1) Reactant: O=[C:2]1[CH2:7][CH2:6][CH2:5][CH2:4][CH:3]1[N:8]1[C:12]([C:13]2[CH:18]=[CH:17][CH:16]=[CH:15][CH:14]=2)=[C:11]([C:19]([O:21][CH2:22][CH3:23])=[O:20])[N:10]=[CH:9]1.[CH3:24]C(C)([O-])C.[K+]. The catalyst class is: 307. Product: [CH2:24]=[C:2]1[CH2:7][CH2:6][CH2:5][CH2:4][CH:3]1[N:8]1[C:12]([C:13]2[CH:18]=[CH:17][CH:16]=[CH:15][CH:14]=2)=[C:11]([C:19]([O:21][CH2:22][CH3:23])=[O:20])[N:10]=[CH:9]1. (2) Reactant: [Br:1][C:2]1[CH:7]=[C:6](F)[CH:5]=[C:4]([F:9])[CH:3]=1.[CH3:10][O-:11].[Na+].C(Cl)Cl. Product: [Br:1][C:2]1[CH:7]=[C:6]([O:11][CH3:10])[CH:5]=[C:4]([F:9])[CH:3]=1. The catalyst class is: 9. (3) Reactant: C(OC([N:8]1[CH2:13][CH2:12][CH:11]([NH:14][C:15]([O:17][CH2:18][C:19]2[CH:24]=[CH:23][CH:22]=[CH:21][CH:20]=2)=[O:16])[CH:10]([F:25])[CH2:9]1)=O)(C)(C)C. Product: [CH2:18]([O:17][C:15](=[O:16])[NH:14][CH:11]1[CH2:12][CH2:13][NH:8][CH2:9][CH:10]1[F:25])[C:19]1[CH:20]=[CH:21][CH:22]=[CH:23][CH:24]=1. The catalyst class is: 67. (4) Reactant: [NH2:1][C@@H:2]1[CH2:7][CH2:6][CH2:5][N:4]([C:8]2[S:9][C:10]([NH:16][C:17]3[CH:22]=[CH:21][CH:20]=[CH:19][N:18]=3)=[C:11]([C:13]([NH2:15])=[O:14])[N:12]=2)[CH2:3]1.CN(C)C=O.C(N(C(C)C)CC)(C)C.[CH3:37][S:38](Cl)(=[O:40])=[O:39]. Product: [CH3:37][S:38]([NH:1][C@@H:2]1[CH2:7][CH2:6][CH2:5][N:4]([C:8]2[S:9][C:10]([NH:16][C:17]3[CH:22]=[CH:21][CH:20]=[CH:19][N:18]=3)=[C:11]([C:13]([NH2:15])=[O:14])[N:12]=2)[CH2:3]1)(=[O:40])=[O:39]. The catalyst class is: 7.